Task: Regression. Given two drug SMILES strings and cell line genomic features, predict the synergy score measuring deviation from expected non-interaction effect.. Dataset: NCI-60 drug combinations with 297,098 pairs across 59 cell lines (1) Drug 1: CCCS(=O)(=O)NC1=C(C(=C(C=C1)F)C(=O)C2=CNC3=C2C=C(C=N3)C4=CC=C(C=C4)Cl)F. Drug 2: C1=CC(=CC=C1CCC2=CNC3=C2C(=O)NC(=N3)N)C(=O)NC(CCC(=O)O)C(=O)O. Cell line: CCRF-CEM. Synergy scores: CSS=27.1, Synergy_ZIP=-2.77, Synergy_Bliss=-9.82, Synergy_Loewe=-39.7, Synergy_HSA=-11.0. (2) Drug 1: CC1C(C(=O)NC(C(=O)N2CCCC2C(=O)N(CC(=O)N(C(C(=O)O1)C(C)C)C)C)C(C)C)NC(=O)C3=C4C(=C(C=C3)C)OC5=C(C(=O)C(=C(C5=N4)C(=O)NC6C(OC(=O)C(N(C(=O)CN(C(=O)C7CCCN7C(=O)C(NC6=O)C(C)C)C)C)C(C)C)C)N)C. Drug 2: CN(CCCl)CCCl.Cl. Cell line: SN12C. Synergy scores: CSS=32.7, Synergy_ZIP=-9.14, Synergy_Bliss=-1.09, Synergy_Loewe=-1.98, Synergy_HSA=1.10. (3) Drug 1: C(CC(=O)O)C(=O)CN.Cl. Drug 2: CC(C)CN1C=NC2=C1C3=CC=CC=C3N=C2N. Cell line: HOP-92. Synergy scores: CSS=5.00, Synergy_ZIP=-3.13, Synergy_Bliss=-2.42, Synergy_Loewe=-0.393, Synergy_HSA=-0.376.